This data is from Reaction yield outcomes from USPTO patents with 853,638 reactions. The task is: Predict the reaction yield, written as a fraction of the theoretical maximum amount of product (1.0 means a 100% yield; for example, 0.34 means a 34% yield). (1) The reactants are Cl[C:2]1[N:7]=[CH:6][N:5]=[C:4]([NH2:8])[CH:3]=1.[CH3:9][S-:10].[Na+]. The catalyst is CN(C=O)C. The product is [CH3:9][S:10][C:2]1[N:7]=[CH:6][N:5]=[C:4]([NH2:8])[CH:3]=1. The yield is 0.750. (2) The reactants are C([O:4][CH2:5][C:6]1[CH:7]=[C:8]2[CH:14]=[CH:13][O:12][C:9]2=[CH:10][N:11]=1)(=O)C.C([O-])(O)=O.[Na+].[Br:20]Br.C([O-])([O-])=O.[K+].[K+]. The catalyst is C(Cl)Cl. The product is [Br:20][C:14]1[C:8]2[C:9](=[CH:10][N:11]=[C:6]([CH2:5][OH:4])[CH:7]=2)[O:12][CH:13]=1. The yield is 0.810.